This data is from Peptide-MHC class II binding affinity with 134,281 pairs from IEDB. The task is: Regression. Given a peptide amino acid sequence and an MHC pseudo amino acid sequence, predict their binding affinity value. This is MHC class II binding data. The peptide sequence is RMAMTDTTPFGQQRV. The MHC is DRB1_0301 with pseudo-sequence DRB1_0301. The binding affinity (normalized) is 0.401.